Dataset: Catalyst prediction with 721,799 reactions and 888 catalyst types from USPTO. Task: Predict which catalyst facilitates the given reaction. (1) Reactant: [CH3:1][N:2]1[C:6]2[CH:7]=[CH:8][CH:9]=[C:10]([NH:11][C:12]([C:14]3[C:18]4[N:19]=[C:20](Cl)[N:21]=[CH:22][C:17]=4[S:16][CH:15]=3)=[O:13])[C:5]=2[N:4]=[CH:3]1.[NH2:24][CH2:25][CH2:26][N:27]([CH3:35])[C:28](=[O:34])[O:29][C:30]([CH3:33])([CH3:32])[CH3:31].C(N(C(C)C)CC)(C)C. Product: [C:30]([O:29][C:28](=[O:34])[N:27]([CH3:35])[CH2:26][CH2:25][NH:24][C:20]1[N:21]=[CH:22][C:17]2[S:16][CH:15]=[C:14]([C:12](=[O:13])[NH:11][C:10]3[C:5]4[N:4]=[CH:3][N:2]([CH3:1])[C:6]=4[CH:7]=[CH:8][CH:9]=3)[C:18]=2[N:19]=1)([CH3:33])([CH3:32])[CH3:31]. The catalyst class is: 346. (2) Reactant: [CH3:1][N:2]([CH3:31])[C:3]([O:5][C:6]1[CH:7]=[C:8]([NH:12][C:13]([C:15]2([CH2:28][O:29][CH3:30])[CH2:20][CH2:19][N:18](C(OC(C)(C)C)=O)[CH2:17][CH2:16]2)=[O:14])[CH:9]=[CH:10][CH:11]=1)=[O:4].Cl. Product: [CH3:31][N:2]([CH3:1])[C:3](=[O:4])[O:5][C:6]1[CH:11]=[CH:10][CH:9]=[C:8]([NH:12][C:13]([C:15]2([CH2:28][O:29][CH3:30])[CH2:16][CH2:17][NH:18][CH2:19][CH2:20]2)=[O:14])[CH:7]=1. The catalyst class is: 5. (3) Reactant: [CH2:1]([O:3][C:4]([NH:6][C@H:7]([C:29]([O:31]C)=[O:30])[CH2:8][O:9][C:10]1[CH:11]=[C:12]([C:16]2[CH:21]=[CH:20][CH:19]=[C:18]([NH:22][C:23]([NH:25][CH2:26][CH2:27][CH3:28])=[O:24])[CH:17]=2)[CH:13]=[CH:14][CH:15]=1)=[O:5])[CH3:2].[OH-].[Li+]. Product: [CH2:1]([O:3][C:4]([NH:6][C@H:7]([C:29]([OH:31])=[O:30])[CH2:8][O:9][C:10]1[CH:11]=[C:12]([C:16]2[CH:21]=[CH:20][CH:19]=[C:18]([NH:22][C:23]([NH:25][CH2:26][CH2:27][CH3:28])=[O:24])[CH:17]=2)[CH:13]=[CH:14][CH:15]=1)=[O:5])[CH3:2]. The catalyst class is: 87.